From a dataset of Forward reaction prediction with 1.9M reactions from USPTO patents (1976-2016). Predict the product of the given reaction. (1) Given the reactants S([O-])([O-])(=O)=O.C([N+](CCCC)(CCCC)CCCC)CCC.C([N+](CCCC)(CCCC)CCCC)CCC.[OH-].[Na+].[C:42]([O:46][C:47](=[O:63])[CH2:48][N:49]=[C:50]([C:57]1[CH:62]=[CH:61][CH:60]=[CH:59][CH:58]=1)[C:51]1[CH:56]=[CH:55][CH:54]=[CH:53][CH:52]=1)([CH3:45])([CH3:44])[CH3:43].Br[CH2:65][C:66]1[CH:71]=[C:70]([O:72][CH3:73])[CH:69]=[CH:68][C:67]=1[F:74], predict the reaction product. The product is: [C:42]([O:46][C:47](=[O:63])[CH:48]([N:49]=[C:50]([C:51]1[CH:52]=[CH:53][CH:54]=[CH:55][CH:56]=1)[C:57]1[CH:58]=[CH:59][CH:60]=[CH:61][CH:62]=1)[CH2:65][C:66]1[CH:71]=[C:70]([O:72][CH3:73])[CH:69]=[CH:68][C:67]=1[F:74])([CH3:45])([CH3:43])[CH3:44]. (2) Given the reactants [Cl:1][C:2]1[CH:3]=[C:4]([NH:17][C:18]2[C:27]3[C:22](=[CH:23][CH:24]=[C:25]([N+:28]([O-])=O)[CH:26]=3)[N:21]=[CH:20][N:19]=2)[CH:5]=[CH:6][C:7]=1[O:8][CH2:9][C:10]1[CH:15]=[CH:14][CH:13]=[C:12]([F:16])[CH:11]=1.C(O)(=O)C, predict the reaction product. The product is: [Cl:1][C:2]1[CH:3]=[C:4]([NH:17][C:18]2[C:27]3[C:22](=[CH:23][CH:24]=[C:25]([NH2:28])[CH:26]=3)[N:21]=[CH:20][N:19]=2)[CH:5]=[CH:6][C:7]=1[O:8][CH2:9][C:10]1[CH:15]=[CH:14][CH:13]=[C:12]([F:16])[CH:11]=1. (3) The product is: [CH3:1][C:2]1([CH3:21])[N:7]2[C:8]3[CH:9]=[C:10]([C:15]([OH:17])=[O:16])[CH:11]=[CH:12][C:13]=3[CH:14]=[C:6]2[C:5](=[O:20])[NH:4][CH2:3]1. Given the reactants [CH3:1][C:2]1([CH3:21])[N:7]2[C:8]3[CH:9]=[C:10]([C:15]([O:17]CC)=[O:16])[CH:11]=[CH:12][C:13]=3[CH:14]=[C:6]2[C:5](=[O:20])[NH:4][CH2:3]1.[OH-].[Na+].Cl, predict the reaction product. (4) Given the reactants CCN(C(C)C)C(C)C.[CH3:10][O:11][C:12]1[CH:13]=[CH:14][CH:15]=[C:16]2[C:21]=1[O:20][C:19](=[O:22])[C:18]([C:23]([OH:25])=O)=[CH:17]2.CN(C(ON1N=NC2C=CC=NC1=2)=[N+](C)C)C.F[P-](F)(F)(F)(F)F.[CH3:50][O:51][C:52]1[CH:57]=[CH:56][C:55]([C:58]2[CH:63]=[CH:62][CH:61]=[C:60]([NH2:64])[CH:59]=2)=[CH:54][CH:53]=1, predict the reaction product. The product is: [CH3:50][O:51][C:52]1[CH:53]=[CH:54][C:55]([C:58]2[CH:63]=[CH:62][CH:61]=[C:60]([NH:64][C:23]([C:18]3[C:19](=[O:22])[O:20][C:21]4[C:16]([CH:17]=3)=[CH:15][CH:14]=[CH:13][C:12]=4[O:11][CH3:10])=[O:25])[CH:59]=2)=[CH:56][CH:57]=1. (5) Given the reactants [C:1]([NH:9][C:10]1[CH:11]=[C:12]([NH:17][C:18](=[O:27])[C:19]2[CH:24]=[CH:23][C:22]([CH2:25]Br)=[N:21][CH:20]=2)[CH:13]=[CH:14][C:15]=1[Cl:16])(=[O:8])[C:2]1[CH:7]=[CH:6][CH:5]=[CH:4][CH:3]=1.[NH:28]1[CH2:33][CH2:32][O:31][CH2:30][CH2:29]1, predict the reaction product. The product is: [C:1]([NH:9][C:10]1[CH:11]=[C:12]([NH:17][C:18](=[O:27])[C:19]2[CH:24]=[CH:23][C:22]([CH2:25][N:28]3[CH2:33][CH2:32][O:31][CH2:30][CH2:29]3)=[N:21][CH:20]=2)[CH:13]=[CH:14][C:15]=1[Cl:16])(=[O:8])[C:2]1[CH:7]=[CH:6][CH:5]=[CH:4][CH:3]=1. (6) Given the reactants [CH2:1]([N:8]1[CH2:13][CH2:12][C:11](=O)[CH2:10][CH2:9]1)[C:2]1[CH:7]=[CH:6][CH:5]=[CH:4][CH:3]=1.[Cl:15][C:16]1[CH:22]=[CH:21][C:19]([NH2:20])=[CH:18][CH:17]=1, predict the reaction product. The product is: [CH2:1]([N:8]1[CH2:13][CH2:12][CH:11]([NH:20][C:19]2[CH:21]=[CH:22][C:16]([Cl:15])=[CH:17][CH:18]=2)[CH2:10][CH2:9]1)[C:2]1[CH:7]=[CH:6][CH:5]=[CH:4][CH:3]=1. (7) Given the reactants Cl[C:2]1[N:11]=[CH:10][C:9]2[N:8]([CH:12]([CH3:14])[CH3:13])[C:7](=[O:15])[C:6]3([CH3:20])[CH2:16][O:17][CH2:18][CH2:19][N:5]3[C:4]=2[N:3]=1.[CH3:21][NH:22][C:23]([NH:25][C:26]1[CH:31]=[CH:30][C:29](B2OC(C)(C)C(C)(C)O2)=[CH:28][CH:27]=1)=[O:24].C(=O)(O)[O-].[Na+], predict the reaction product. The product is: [CH:12]([N:8]1[C:7](=[O:15])[C:6]2([CH3:20])[CH2:16][O:17][CH2:18][CH2:19][N:5]2[C:4]2[N:3]=[C:2]([C:29]3[CH:28]=[CH:27][C:26]([NH:25][C:23]([NH:22][CH3:21])=[O:24])=[CH:31][CH:30]=3)[N:11]=[CH:10][C:9]1=2)([CH3:14])[CH3:13].